From a dataset of Full USPTO retrosynthesis dataset with 1.9M reactions from patents (1976-2016). Predict the reactants needed to synthesize the given product. (1) Given the product [C:1]1([C:22]2[CH:23]=[CH:24][CH:25]=[CH:26][CH:27]=2)[CH:6]=[CH:5][C:4]([NH:7][C:8]2[CH:13]=[N:12][CH:11]=[C:10]3[S:14][C:15]([C:17](=[O:21])[CH:18]([C:19]#[N:20])[C:32]([NH:31][CH:28]([CH3:30])[CH3:29])=[O:33])=[CH:16][C:9]=23)=[CH:3][CH:2]=1, predict the reactants needed to synthesize it. The reactants are: [C:1]1([C:22]2[CH:27]=[CH:26][CH:25]=[CH:24][CH:23]=2)[CH:6]=[CH:5][C:4]([NH:7][C:8]2[CH:13]=[N:12][CH:11]=[C:10]3[S:14][C:15]([C:17](=[O:21])[CH2:18][C:19]#[N:20])=[CH:16][C:9]=23)=[CH:3][CH:2]=1.[CH:28]([N:31]=[C:32]=[O:33])([CH3:30])[CH3:29]. (2) Given the product [CH3:1][C:2]1[CH:7]=[C:6]([CH3:8])[CH:5]=[CH:4][C:3]=1[N:9]1[C:10]2[C:19](=[O:21])[NH:25][NH:26][C:14](=[O:15])[C:11]=2[CH:12]=[CH:13]1, predict the reactants needed to synthesize it. The reactants are: [CH3:1][C:2]1[CH:7]=[C:6]([CH3:8])[CH:5]=[CH:4][C:3]=1[N:9]1[CH:13]=[CH:12][C:11]([C:14](OCC)=[O:15])=[C:10]1[C:19]([O:21]CC)=O.O.[NH2:25][NH2:26]. (3) Given the product [C:7]1([CH:13]([CH:31]2[CH2:36][CH2:35][N:34]([C:37]([O:39][CH2:40][C:41]3[CH:46]=[CH:45][CH:44]=[CH:43][CH:42]=3)=[O:38])[CH2:33][CH2:32]2)[CH2:14][CH2:15][OH:16])[CH:8]=[CH:9][CH:10]=[CH:11][CH:12]=1, predict the reactants needed to synthesize it. The reactants are: [H-].[Al+3].[Li+].[H-].[H-].[H-].[C:7]1([CH:13]([CH:31]2[CH2:36][CH2:35][N:34]([C:37]([O:39][CH2:40][C:41]3[CH:46]=[CH:45][CH:44]=[CH:43][CH:42]=3)=[O:38])[CH2:33][CH2:32]2)[CH2:14][C:15](N2[C@H](C3C=CC=CC=3)[C@H](C)N(C)C2=O)=[O:16])[CH:12]=[CH:11][CH:10]=[CH:9][CH:8]=1.[OH-].[Na+]. (4) Given the product [NH2:14][C@@H:15]1[CH2:19][CH2:18][N:17]([C:20]2[N:28]=[C:27]3[C:23]([N:24]=[CH:25][N:26]3[C@@H:29]3[CH2:33][C@H:32]([NH:34][C:35](=[O:38])[CH2:36][CH3:37])[C@@H:31]([OH:39])[C@H:30]3[OH:40])=[C:22]([NH:41][CH2:42][CH:43]([C:50]3[CH:51]=[CH:52][CH:53]=[CH:54][CH:55]=3)[C:44]3[CH:45]=[CH:46][CH:47]=[CH:48][CH:49]=3)[N:21]=2)[CH2:16]1, predict the reactants needed to synthesize it. The reactants are: FC(F)(F)C(O)=O.C(OC(=O)[NH:14][C@@H:15]1[CH2:19][CH2:18][N:17]([C:20]2[N:28]=[C:27]3[C:23]([N:24]=[CH:25][N:26]3[C@@H:29]3[CH2:33][C@H:32]([NH:34][C:35](=[O:38])[CH2:36][CH3:37])[C@@H:31]([OH:39])[C@H:30]3[OH:40])=[C:22]([NH:41][CH2:42][CH:43]([C:50]3[CH:55]=[CH:54][CH:53]=[CH:52][CH:51]=3)[C:44]3[CH:49]=[CH:48][CH:47]=[CH:46][CH:45]=3)[N:21]=2)[CH2:16]1)(C)(C)C.CO. (5) Given the product [CH2:45]([N:47]1[CH2:52][CH2:51][N:50]([CH2:8][C:6]2[CH:7]=[C:2]([F:1])[C:3]([C:10]3[CH:32]=[CH:31][C:13]([C:14]([NH:16][C:17]4[CH:22]=[CH:21][CH:20]=[CH:19][C:18]=4[NH:23][C:24](=[O:30])[O:25][C:26]([CH3:29])([CH3:28])[CH3:27])=[O:15])=[CH:12][CH:11]=3)=[N:4][CH:5]=2)[CH2:49][CH2:48]1)[CH3:46], predict the reactants needed to synthesize it. The reactants are: [F:1][C:2]1[C:3]([C:10]2[CH:32]=[CH:31][C:13]([C:14]([NH:16][C:17]3[CH:22]=[CH:21][CH:20]=[CH:19][C:18]=3[NH:23][C:24](=[O:30])[O:25][C:26]([CH3:29])([CH3:28])[CH3:27])=[O:15])=[CH:12][CH:11]=2)=[N:4][CH:5]=[C:6]([CH2:8]O)[CH:7]=1.C(N(CC)CC)C.CS(Cl)(=O)=O.[CH2:45]([N:47]1[CH2:52][CH2:51][NH:50][CH2:49][CH2:48]1)[CH3:46]. (6) Given the product [F:20][C:21]([F:28])([F:27])[C@@H:22]1[CH2:26][CH2:25][CH2:24][N:23]1[C:2]1[N:7]=[CH:6][N:5]=[C:4]([NH:8][C:9]2[CH:10]=[C:11]([CH2:15][S:16]([NH2:19])(=[O:18])=[O:17])[CH:12]=[CH:13][CH:14]=2)[N:3]=1, predict the reactants needed to synthesize it. The reactants are: Cl[C:2]1[N:7]=[CH:6][N:5]=[C:4]([NH:8][C:9]2[CH:10]=[C:11]([CH2:15][S:16]([NH2:19])(=[O:18])=[O:17])[CH:12]=[CH:13][CH:14]=2)[N:3]=1.[F:20][C:21]([F:28])([F:27])[C@@H:22]1[CH2:26][CH2:25][CH2:24][NH:23]1. (7) The reactants are: [F:1][C@H:2]1[C@H:5]([CH2:6][O:7][CH2:8][C:9]2[CH:14]=[CH:13][CH:12]=[CH:11][CH:10]=2)[CH2:4][C:3]1=O.[CH2:16]([NH2:23])[C:17]1[CH:22]=[CH:21][CH:20]=[CH:19][CH:18]=1.C(O[BH-](OC(=O)C)OC(=O)C)(=O)C.[Na+].CC(O)=O. Given the product [CH2:16]([NH:23][CH:3]1[CH2:4][CH:5]([CH2:6][O:7][CH2:8][C:9]2[CH:14]=[CH:13][CH:12]=[CH:11][CH:10]=2)[CH:2]1[F:1])[C:17]1[CH:22]=[CH:21][CH:20]=[CH:19][CH:18]=1, predict the reactants needed to synthesize it. (8) Given the product [Br:13][C:8]1[CH:9]=[CH:10][C:11]2[NH:12][C:19](=[O:20])[N:3]([CH2:1][CH3:2])[C:4](=[O:5])[C:6]=2[N:7]=1, predict the reactants needed to synthesize it. The reactants are: [CH2:1]([NH:3][C:4]([C:6]1[C:11]([NH2:12])=[CH:10][CH:9]=[C:8]([Br:13])[N:7]=1)=[O:5])[CH3:2].C1N=CN([C:19](N2C=NC=C2)=[O:20])C=1.C1CCN2C(=NCCC2)CC1.O.